Task: Regression. Given two drug SMILES strings and cell line genomic features, predict the synergy score measuring deviation from expected non-interaction effect.. Dataset: NCI-60 drug combinations with 297,098 pairs across 59 cell lines (1) Drug 1: COC1=C(C=C2C(=C1)N=CN=C2NC3=CC(=C(C=C3)F)Cl)OCCCN4CCOCC4. Drug 2: C1=CC=C(C=C1)NC(=O)CCCCCCC(=O)NO. Cell line: NCI-H226. Synergy scores: CSS=21.1, Synergy_ZIP=-1.18, Synergy_Bliss=2.13, Synergy_Loewe=2.65, Synergy_HSA=2.99. (2) Drug 1: CC1C(C(CC(O1)OC2CC(OC(C2O)C)OC3=CC4=CC5=C(C(=O)C(C(C5)C(C(=O)C(C(C)O)O)OC)OC6CC(C(C(O6)C)O)OC7CC(C(C(O7)C)O)OC8CC(C(C(O8)C)O)(C)O)C(=C4C(=C3C)O)O)O)O. Drug 2: C1=NNC2=C1C(=O)NC=N2. Cell line: HOP-62. Synergy scores: CSS=41.4, Synergy_ZIP=-1.23, Synergy_Bliss=-3.15, Synergy_Loewe=-19.0, Synergy_HSA=-1.97.